From a dataset of NCI-60 drug combinations with 297,098 pairs across 59 cell lines. Regression. Given two drug SMILES strings and cell line genomic features, predict the synergy score measuring deviation from expected non-interaction effect. Drug 1: CC1=C2C(C(=O)C3(C(CC4C(C3C(C(C2(C)C)(CC1OC(=O)C(C(C5=CC=CC=C5)NC(=O)C6=CC=CC=C6)O)O)OC(=O)C7=CC=CC=C7)(CO4)OC(=O)C)O)C)OC(=O)C. Drug 2: COC1=C2C(=CC3=C1OC=C3)C=CC(=O)O2. Cell line: SK-MEL-5. Synergy scores: CSS=6.79, Synergy_ZIP=-0.899, Synergy_Bliss=-9.55, Synergy_Loewe=-35.3, Synergy_HSA=-9.30.